This data is from Catalyst prediction with 721,799 reactions and 888 catalyst types from USPTO. The task is: Predict which catalyst facilitates the given reaction. (1) The catalyst class is: 12. Reactant: [CH:1]1([CH:4]2[C:13]3=[CH:14][N:15](COCC[Si](C)(C)C)[N:16]=[C:12]3[C:11]3[CH:10]=[C:9]([F:25])[C:8]([F:26])=[CH:7][C:6]=3[N:5]2[S:27]([C:30]2[CH:35]=[CH:34][C:33]([C:36]([F:39])([F:38])[F:37])=[CH:32][CH:31]=2)(=[O:29])=[O:28])[CH2:3][CH2:2]1.Cl. Product: [CH:1]1([CH:4]2[C:13]3=[CH:14][NH:15][N:16]=[C:12]3[C:11]3[CH:10]=[C:9]([F:25])[C:8]([F:26])=[CH:7][C:6]=3[N:5]2[S:27]([C:30]2[CH:35]=[CH:34][C:33]([C:36]([F:37])([F:38])[F:39])=[CH:32][CH:31]=2)(=[O:29])=[O:28])[CH2:2][CH2:3]1. (2) Reactant: [O:1]1[C:10]2[CH:9]=[C:8]([CH2:11][OH:12])[N:7]=[CH:6][C:5]=2[O:4][CH2:3][CH2:2]1. Product: [O:1]1[C:10]2[CH:9]=[C:8]([CH:11]=[O:12])[N:7]=[CH:6][C:5]=2[O:4][CH2:3][CH2:2]1. The catalyst class is: 327. (3) Reactant: [Cl:1][C:2]1[CH:10]=[CH:9][C:8]([C:11]2[N:12]([C:22]([O:24][C:25]([CH3:28])([CH3:27])[CH3:26])=[O:23])[C:13]3[C:18]([CH:19]=2)=[CH:17][C:16]([CH:20]=O)=[CH:15][CH:14]=3)=[C:7]2[C:3]=1[CH2:4][NH:5][C:6]2=[O:29].[CH3:30][O:31][CH2:32][CH2:33][N:34]1[CH2:39][CH2:38][NH:37][CH2:36][CH2:35]1.C(O[BH-](OC(=O)C)OC(=O)C)(=O)C.[Na+]. Product: [Cl:1][C:2]1[CH:10]=[CH:9][C:8]([C:11]2[N:12]([C:22]([O:24][C:25]([CH3:27])([CH3:26])[CH3:28])=[O:23])[C:13]3[C:18]([CH:19]=2)=[CH:17][C:16]([CH2:20][N:37]2[CH2:38][CH2:39][N:34]([CH2:33][CH2:32][O:31][CH3:30])[CH2:35][CH2:36]2)=[CH:15][CH:14]=3)=[C:7]2[C:3]=1[CH2:4][NH:5][C:6]2=[O:29]. The catalyst class is: 4. (4) Reactant: [N:1]1[CH:6]=[CH:5][CH:4]=[C:3]([NH:7][C:8](=[O:15])OCC(Cl)(Cl)Cl)[CH:2]=1.Cl.Cl.[F:18][C:19]1[CH:20]=[C:21]([C:25]2[CH:30]=[CH:29][N:28]=[C:27]([N:31]3[CH2:36][CH2:35][NH:34][CH2:33][CH2:32]3)[N:26]=2)[CH:22]=[CH:23][CH:24]=1. Product: [F:18][C:19]1[CH:20]=[C:21]([C:25]2[CH:30]=[CH:29][N:28]=[C:27]([N:31]3[CH2:36][CH2:35][N:34]([C:8]([NH:7][C:3]4[CH:2]=[N:1][CH:6]=[CH:5][CH:4]=4)=[O:15])[CH2:33][CH2:32]3)[N:26]=2)[CH:22]=[CH:23][CH:24]=1. The catalyst class is: 188. (5) Reactant: Br[C:2]1[N:10]([CH2:11][C:12]2[CH:19]=[CH:18][CH:17]=[CH:16][C:13]=2[C:14]#[N:15])[C:9]2[C:8](=[O:20])[NH:7][C:6](=[O:21])[N:5]([CH3:22])[C:4]=2[N:3]=1.[NH:23]1[CH2:29][CH2:28][CH2:27][CH2:26][CH:25]([NH2:30])[CH2:24]1.C(N(CC)CC)C.O. Product: [NH2:30][CH:25]1[CH2:26][CH2:27][CH2:28][CH2:29][N:23]([C:2]2[N:10]([CH2:11][C:12]3[CH:19]=[CH:18][CH:17]=[CH:16][C:13]=3[C:14]#[N:15])[C:9]3[C:8](=[O:20])[NH:7][C:6](=[O:21])[N:5]([CH3:22])[C:4]=3[N:3]=2)[CH2:24]1. The catalyst class is: 633. (6) Reactant: Cl[C:2]1[N:7]=[C:6]([Cl:8])[C:5]([C:9]([F:12])([F:11])[F:10])=[CH:4][N:3]=1.ClC(Cl)C.C(O)(C)(C)C.[NH2:22][C:23]1[CH:28]=[CH:27][C:26]([CH:29]2[CH2:32][N:31]([C:33]([O:35][C:36]([CH3:39])([CH3:38])[CH3:37])=[O:34])[CH2:30]2)=[CH:25][CH:24]=1.CCN(CC)CC. Product: [Cl:8][C:6]1[C:5]([C:9]([F:12])([F:11])[F:10])=[CH:4][N:3]=[C:2]([NH:22][C:23]2[CH:24]=[CH:25][C:26]([CH:29]3[CH2:30][N:31]([C:33]([O:35][C:36]([CH3:39])([CH3:38])[CH3:37])=[O:34])[CH2:32]3)=[CH:27][CH:28]=2)[N:7]=1. The catalyst class is: 466. (7) Reactant: C1(N2CCCN([C:12]([CH:14]3[CH2:17][N:16]([C:18]([O:20][CH2:21][C:22]4[CH:27]=[CH:26][CH:25]=[CH:24][CH:23]=4)=[O:19])[CH2:15]3)=[O:13])CC2)CCC1.O=S(Cl)Cl.[N:32]1([C:39]([O:41][C:42]([CH3:45])([CH3:44])[CH3:43])=[O:40])[CH2:38][CH2:37][CH2:36][NH:35][CH2:34][CH2:33]1.CCN(C(C)C)C(C)C. Product: [CH2:21]([O:20][C:18]([N:16]1[CH2:17][CH:14]([C:12]([N:35]2[CH2:36][CH2:37][CH2:38][N:32]([C:39]([O:41][C:42]([CH3:45])([CH3:44])[CH3:43])=[O:40])[CH2:33][CH2:34]2)=[O:13])[CH2:15]1)=[O:19])[C:22]1[CH:27]=[CH:26][CH:25]=[CH:24][CH:23]=1. The catalyst class is: 2. (8) The catalyst class is: 200. Product: [Cl:1][C:2]1[CH:7]=[CH:6][C:5]([CH:8]([C@@H:27]([CH3:32])[C:28]([F:31])([F:29])[F:30])[C:9]([NH:11][C:12]2[CH:13]=[C:14]([CH2:19][CH:20]([CH3:26])[C:21]([OH:23])=[O:22])[CH:15]=[CH:16][C:17]=2[F:18])=[O:10])=[CH:4][CH:3]=1. Reactant: [Cl:1][C:2]1[CH:7]=[CH:6][C:5]([C@H:8]([C@@H:27]([CH3:32])[C:28]([F:31])([F:30])[F:29])[C:9]([NH:11][C:12]2[CH:13]=[C:14]([CH2:19][CH:20]([CH3:26])[C:21]([O:23]CC)=[O:22])[CH:15]=[CH:16][C:17]=2[F:18])=[O:10])=[CH:4][CH:3]=1.[OH-].[Li+].Cl. (9) Reactant: [Si]([O:8][CH2:9][C@H:10]1[O:18][C@H:17]2[C@H:13]([N:14]=[C:15]([N:19](C)[C:20](=O)OC(C)(C)C)[S:16]2)[C@H:12]([F:28])[C@@H:11]1[OH:29])(C(C)(C)C)(C)C.Cl. Product: [F:28][C@H:12]1[C@H:13]2[N:14]=[C:15]([NH:19][CH3:20])[S:16][C@H:17]2[O:18][C@H:10]([CH2:9][OH:8])[C@H:11]1[OH:29]. The catalyst class is: 5. (10) Reactant: [NH:1]1[CH2:6][CH2:5][CH:4]([C:7]([OH:9])=[O:8])[CH2:3][CH2:2]1.C(=O)([O-])O.[Na+].[CH:15]1[C:27]2[CH:26]([CH2:28][O:29][C:30](ON3C(=O)CCC3=O)=[O:31])[C:25]3[C:20](=[CH:21][CH:22]=[CH:23][CH:24]=3)[C:19]=2[CH:18]=[CH:17][CH:16]=1.Cl. Product: [CH:15]1[C:27]2[CH:26]([CH2:28][O:29][C:30]([N:1]3[CH2:6][CH2:5][CH:4]([C:7]([OH:9])=[O:8])[CH2:3][CH2:2]3)=[O:31])[C:25]3[C:20](=[CH:21][CH:22]=[CH:23][CH:24]=3)[C:19]=2[CH:18]=[CH:17][CH:16]=1. The catalyst class is: 132.